Dataset: Reaction yield outcomes from USPTO patents with 853,638 reactions. Task: Predict the reaction yield, written as a fraction of the theoretical maximum amount of product (1.0 means a 100% yield; for example, 0.34 means a 34% yield). (1) The reactants are [CH3:1][O:2][C:3](=[O:28])[CH2:4][C:5]1[CH:10]=[CH:9][CH:8]=[C:7]([CH2:11][NH:12][CH:13]2[CH2:17][CH2:16][N:15]([C:18]3[S:19][C:20]4[CH:26]=[C:25]([Cl:27])[CH:24]=[CH:23][C:21]=4[N:22]=3)[CH2:14]2)[CH:6]=1.I[CH2:30][CH2:31][CH2:32][CH3:33].C(=O)([O-])[O-].[K+].[K+].CN(C)C=O. The catalyst is O. The product is [CH3:1][O:2][C:3](=[O:28])[CH2:4][C:5]1[CH:10]=[CH:9][CH:8]=[C:7]([CH2:11][N:12]([CH2:30][CH2:31][CH2:32][CH3:33])[CH:13]2[CH2:17][CH2:16][N:15]([C:18]3[S:19][C:20]4[CH:26]=[C:25]([Cl:27])[CH:24]=[CH:23][C:21]=4[N:22]=3)[CH2:14]2)[CH:6]=1. The yield is 0.360. (2) The reactants are [Cl:1][C:2]1[CH:7]=[CH:6][C:5]([C@H:8]([C:21](=[O:43])[N:22]2[CH2:27][CH2:26][N:25]([C:28]3[C:33]([C:34]4[CH:39]=[CH:38][CH:37]=[CH:36][CH:35]=4)=[CH:32][N:31]=[C:30]4[NH:40][CH:41]=[CH:42][C:29]=34)[CH2:24][CH2:23]2)[CH2:9][N:10]([CH:18]([CH3:20])[CH3:19])C(=O)OC(C)(C)C)=[CH:4][CH:3]=1.C(O)(C(F)(F)F)=O.C1(N)C(F)=C(F)C(F)=C(N)C=1F.Cl.Cl. The catalyst is C(Cl)Cl. The product is [Cl:1][C:2]1[CH:7]=[CH:6][C:5]([C@@H:8]([CH2:9][NH:10][CH:18]([CH3:20])[CH3:19])[C:21]([N:22]2[CH2:23][CH2:24][N:25]([C:28]3[C:33]([C:34]4[CH:39]=[CH:38][CH:37]=[CH:36][CH:35]=4)=[CH:32][N:31]=[C:30]4[NH:40][CH:41]=[CH:42][C:29]=34)[CH2:26][CH2:27]2)=[O:43])=[CH:4][CH:3]=1. The yield is 0.400. (3) The catalyst is C(Cl)Cl. The yield is 0.170. The product is [C:1]([CH2:4][N:5]([CH:18]([CH3:20])[CH3:19])[C:6]([C:8]1[N:9]=[C:10]([N:13]2[CH2:14][CH:15]([O:17][S:22]([CH3:21])(=[O:24])=[O:23])[CH2:16]2)[S:11][CH:12]=1)=[O:7])(=[O:3])[NH2:2].[C:1]([CH2:4][N:5]([CH:18]([CH3:20])[CH3:19])[C:6]([C:8]1[N:9]=[C:10]([N:13]2[CH2:16][CH:15]([O:17][S:22]([CH3:21])(=[O:24])=[O:23])[CH2:14]2)[S:11][CH:12]=1)=[O:7])#[N:2]. The reactants are [C:1]([CH2:4][N:5]([CH:18]([CH3:20])[CH3:19])[C:6]([C:8]1[N:9]=[C:10]([N:13]2[CH2:16][CH:15]([OH:17])[CH2:14]2)[S:11][CH:12]=1)=[O:7])(=[O:3])[NH2:2].[CH3:21][S:22](Cl)(=[O:24])=[O:23].C(N(CC)CC)C. (4) The reactants are [F:1][C:2]1[CH:15]=[CH:14][C:5]([O:6][C:7]2[CH:12]=[CH:11][C:10]([OH:13])=[CH:9][CH:8]=2)=[CH:4][CH:3]=1.[H-].[Na+].[C:18]([O:22][C:23]([N:25]1[CH2:29][CH2:28][CH2:27][C@@H:26]1[CH2:30]OS(C1C=CC(C)=CC=1)(=O)=O)=[O:24])([CH3:21])([CH3:20])[CH3:19]. The catalyst is CN(C=O)C. The product is [C:18]([O:22][C:23]([N:25]1[CH2:29][CH2:28][CH2:27][C@@H:26]1[CH2:30][O:13][C:10]1[CH:11]=[CH:12][C:7]([O:6][C:5]2[CH:14]=[CH:15][C:2]([F:1])=[CH:3][CH:4]=2)=[CH:8][CH:9]=1)=[O:24])([CH3:21])([CH3:19])[CH3:20]. The yield is 0.740. (5) The reactants are O[C@@H:2]1[CH2:7][CH2:6][C@H:5]([NH:8][C:9]([O:11][C:12]([CH3:15])([CH3:14])[CH3:13])=[O:10])[CH2:4][CH2:3]1.[CH:16]1([N:19]2[C:23]3=[N:24][CH:25]=[CH:26][N:27]=[C:22]3[NH:21][C:20]2=[O:28])[CH2:18][CH2:17]1.C1(P(C2C=CC=CC=2)C2C=CC=CC=2)C=CC=CC=1.N(C(OCC)=O)=NC(OCC)=O.C1(C)C=CC=CC=1. The catalyst is C1COCC1. The product is [C:12]([O:11][C:9](=[O:10])[NH:8][C@H:5]1[CH2:6][CH2:7][C@H:2]([N:21]2[C:22]3=[N:27][CH:26]=[CH:25][N:24]=[C:23]3[N:19]([CH:16]3[CH2:17][CH2:18]3)[C:20]2=[O:28])[CH2:3][CH2:4]1)([CH3:15])([CH3:14])[CH3:13]. The yield is 0.617.